Task: Predict the product of the given reaction.. Dataset: Forward reaction prediction with 1.9M reactions from USPTO patents (1976-2016) (1) The product is: [Cl:20][C:21]1[CH:26]=[C:25]([Cl:27])[CH:24]=[CH:23][C:22]=1[O:17][C@H:13]([C@H:10]1[CH2:11][CH2:12][NH:8][CH2:9]1)[CH2:14][O:15][CH3:16]. Given the reactants C(OC([N:8]1[CH2:12][CH2:11][C@H:10]([C@@H:13]([OH:17])[CH2:14][O:15][CH3:16])[CH2:9]1)=O)(C)(C)C.[H-].[Na+].[Cl:20][C:21]1[CH:26]=[C:25]([Cl:27])[CH:24]=[CH:23][C:22]=1F.CCO, predict the reaction product. (2) The product is: [CH:23]([NH:26][C:13]([C:7]1[C:6]2[CH:11]=[CH:12][C:3]([O:2][CH3:1])=[CH:4][C:5]=2[O:9][C:8]=1[CH3:10])=[O:17])([CH3:25])[CH3:24]. Given the reactants [CH3:1][O:2][C:3]1[CH:12]=[CH:11][C:6]2[CH:7]=[C:8]([CH3:10])[O:9][C:5]=2[CH:4]=1.[C:13](Cl)(=[O:17])C(Cl)=O.[Al+3].[Cl-].[Cl-].[Cl-].[CH:23]([NH2:26])([CH3:25])[CH3:24], predict the reaction product. (3) Given the reactants [Cl:1][C:2]1[CH:3]=[CH:4][C:5]2[N:11]([CH2:12][C:13]([CH3:17])([CH3:16])[CH2:14][OH:15])[C:10](=[O:18])[C@@H:9]([CH2:19][CH:20]([C:22]3[S:23][CH:24]=[C:25]([CH2:27][C:28]([O:30]CC)=[O:29])[N:26]=3)[OH:21])[O:8][C@H:7]([C:33]3[CH:38]=[CH:37][CH:36]=[C:35]([O:39][CH3:40])[C:34]=3[O:41][CH3:42])[C:6]=2[CH:43]=1.[OH-].[Na+].Cl, predict the reaction product. The product is: [Cl:1][C:2]1[CH:3]=[CH:4][C:5]2[N:11]([CH2:12][C:13]([CH3:17])([CH3:16])[CH2:14][OH:15])[C:10](=[O:18])[C@@H:9]([CH2:19][CH:20]([C:22]3[S:23][CH:24]=[C:25]([CH2:27][C:28]([OH:30])=[O:29])[N:26]=3)[OH:21])[O:8][C@H:7]([C:33]3[CH:38]=[CH:37][CH:36]=[C:35]([O:39][CH3:40])[C:34]=3[O:41][CH3:42])[C:6]=2[CH:43]=1. (4) Given the reactants [OH-].[Na+].[F:3][C:4]1([F:45])[CH2:6][C:5]1([C:8]1[CH:13]=[C:12]([CH2:14][N:15]2[CH2:18][C:17]3([CH2:22][C:21]([N:23]4[CH2:28][CH2:27][C:26]([CH3:34])([C:29]([O:31]CC)=[O:30])[CH2:25][CH2:24]4)=[N:20][O:19]3)[CH2:16]2)[CH:11]=[C:10]([O:35][CH2:36][CH3:37])[C:9]=1[C:38]1[CH:43]=[CH:42][C:41]([F:44])=[CH:40][CH:39]=1)[CH3:7].Cl, predict the reaction product. The product is: [F:45][C:4]1([F:3])[CH2:6][C:5]1([C:8]1[CH:13]=[C:12]([CH2:14][N:15]2[CH2:16][C:17]3([CH2:22][C:21]([N:23]4[CH2:24][CH2:25][C:26]([CH3:34])([C:29]([OH:31])=[O:30])[CH2:27][CH2:28]4)=[N:20][O:19]3)[CH2:18]2)[CH:11]=[C:10]([O:35][CH2:36][CH3:37])[C:9]=1[C:38]1[CH:43]=[CH:42][C:41]([F:44])=[CH:40][CH:39]=1)[CH3:7]. (5) Given the reactants [NH2:1][C:2]1[CH:32]=[CH:31][C:5]([C:6]([N:8]2[CH2:13][CH2:12][N:11]([CH2:14][C:15]3[CH:16]=[C:17]([CH:25]=[CH:26][CH:27]=3)[C:18]([NH:20][C:21]([CH3:24])([CH3:23])[CH3:22])=[O:19])[C@@H:10]([CH:28]([CH3:30])[CH3:29])[CH2:9]2)=[O:7])=[CH:4][C:3]=1[F:33].Cl[C:35](OC1C=CC([N+]([O-])=O)=CC=1)=[O:36].[CH2:47]([NH2:51])[CH:48]([CH3:50])[CH3:49], predict the reaction product. The product is: [C:21]([NH:20][C:18](=[O:19])[C:17]1[CH:25]=[CH:26][CH:27]=[C:15]([CH2:14][N:11]2[CH2:12][CH2:13][N:8]([C:6](=[O:7])[C:5]3[CH:31]=[CH:32][C:2]([NH:1][C:35]([NH:51][CH2:47][CH:48]([CH3:50])[CH3:49])=[O:36])=[C:3]([F:33])[CH:4]=3)[CH2:9][C@@H:10]2[CH:28]([CH3:29])[CH3:30])[CH:16]=1)([CH3:22])([CH3:23])[CH3:24]. (6) Given the reactants [N:1]1[CH:6]=[CH:5][C:4]([C:7]2[N:15]3[C:10]([CH:11]=[CH:12][CH:13]=[CH:14]3)=[CH:9][C:8]=2[C:16]#[N:17])=[CH:3][CH:2]=1.C[Mg+].[Br-].[CH3:21]COCC.[BH4-].[Na+], predict the reaction product. The product is: [N:1]1[CH:2]=[CH:3][C:4]([C:7]2[N:15]3[C:10]([CH:11]=[CH:12][CH:13]=[CH:14]3)=[CH:9][C:8]=2[CH:16]([NH2:17])[CH3:21])=[CH:5][CH:6]=1. (7) Given the reactants B(Br)(Br)Br.[CH2:5]([O:7][C:8]([C:10]1[CH:27]=[CH:26][C:13]2[S:14][C:15]([C:17]3[CH:22]=[CH:21][C:20]([O:23]C)=[CH:19][C:18]=3[CH3:25])=[CH:16][C:12]=2[CH:11]=1)=[O:9])[CH3:6].O.C(Cl)(=O)C, predict the reaction product. The product is: [CH2:5]([O:7][C:8]([C:10]1[CH:27]=[CH:26][C:13]2[S:14][C:15]([C:17]3[CH:22]=[CH:21][C:20]([OH:23])=[CH:19][C:18]=3[CH3:25])=[CH:16][C:12]=2[CH:11]=1)=[O:9])[CH3:6]. (8) Given the reactants [OH-].[Na+].C([O:5][C:6]([C:8]1[CH:13]=[CH:12][C:11]([NH:14][C:15]([C:17]2[CH:22]=[C:21]([N+:23]([O-:25])=[O:24])[CH:20]=[CH:19][C:18]=2[Cl:26])=[O:16])=[CH:10][CH:9]=1)=[O:7])C.O.Cl, predict the reaction product. The product is: [Cl:26][C:18]1[CH:19]=[CH:20][C:21]([N+:23]([O-:25])=[O:24])=[CH:22][C:17]=1[C:15]([NH:14][C:11]1[CH:12]=[CH:13][C:8]([C:6]([OH:7])=[O:5])=[CH:9][CH:10]=1)=[O:16].